Dataset: Forward reaction prediction with 1.9M reactions from USPTO patents (1976-2016). Task: Predict the product of the given reaction. (1) Given the reactants [Br:1][C:2]1[CH:12]=[CH:11][C:5]([O:6][CH2:7][C:8]([NH2:10])=[O:9])=[C:4]([C:13]#[N:14])[CH:3]=1.[NH:15]1[CH2:20][CH2:19][CH2:18][CH2:17][CH2:16]1.[CH:21](N)(CC)C, predict the reaction product. The product is: [Br:1][C:2]1[CH:12]=[CH:11][C:5]2[O:6][C:7]3[C:8](=[O:9])[NH:10][C:19]([CH2:20][NH:15][CH:16]([CH3:21])[CH2:17][CH3:18])=[N:14][C:13]=3[C:4]=2[CH:3]=1. (2) Given the reactants C([O:5][C:6](=[O:35])[CH2:7][O:8][C:9]1[CH:10]=[C:11]2[C:15](=[CH:16][CH:17]=1)[NH:14][C:13]([C:18](=[O:34])[NH:19][C:20]1[CH:25]=[CH:24][CH:23]=[CH:22][C:21]=1[NH:26]C(OC(C)(C)C)=O)=[CH:12]2)(C)(C)C.NC1C=CC=CC=1NC(C1SC2C=CC(OCC(O)=O)=CC=2C=1)=O, predict the reaction product. The product is: [NH2:26][C:21]1[CH:22]=[CH:23][CH:24]=[CH:25][C:20]=1[NH:19][C:18]([C:13]1[NH:14][C:15]2[C:11]([CH:12]=1)=[CH:10][C:9]([O:8][CH2:7][C:6]([OH:35])=[O:5])=[CH:17][CH:16]=2)=[O:34]. (3) Given the reactants N1C=CC=C([C:7]2[CH:8]=C3[C:19]4[C:14](=[N:15][CH:16]=[C:17](C5C=CC(N6CCN(C(OC(C)(C)C)=O)CC6)=CC=5)[CH:18]=4)[NH:13][C:10]3=[CH:11][N:12]=2)C=1.Br[C:40]1[CH:41]=[C:42]2[C:52]3[C:47](=[CH:48][N:49]=[C:50]([C:53]4[CH:54]=[N:55][CH:56]=[CH:57][CH:58]=4)[CH:51]=3)[NH:46][C:43]2=[N:44][CH:45]=1.CC1(C)C(C)(C)OB(C2C=CC(N3CCNCC3)=NC=2)O1, predict the reaction product. The product is: [N:13]1([C:14]2[N:15]=[CH:16][C:17]([C:40]3[CH:41]=[C:42]4[C:52]5[C:47](=[CH:48][N:49]=[C:50]([C:53]6[CH:54]=[N:55][CH:56]=[CH:57][CH:58]=6)[CH:51]=5)[NH:46][C:43]4=[N:44][CH:45]=3)=[CH:18][CH:19]=2)[CH2:8][CH2:7][NH:12][CH2:11][CH2:10]1. (4) The product is: [Cl:1][C:15]1[C:6]([O:5][CH2:3][CH3:4])=[CH:7][CH:8]=[C:9]2[C:14]=1[CH:13]=[N:12][CH:11]=[C:10]2[CH2:17][C:18]1[CH:23]=[C:22]([O:24][CH3:25])[C:21]([O:26][CH3:27])=[C:20]([O:28][CH3:29])[CH:19]=1. Given the reactants [ClH:1].Cl.[CH2:3]([O:5][C:6]1[C:15](N)=[C:14]2[C:9]([C:10]([CH2:17][C:18]3[CH:23]=[C:22]([O:24][CH3:25])[C:21]([O:26][CH3:27])=[C:20]([O:28][CH3:29])[CH:19]=3)=[CH:11][N:12]=[CH:13]2)=[CH:8][CH:7]=1)[CH3:4].Cl.CC(O)=O.N([O-])=O.[Na+], predict the reaction product. (5) Given the reactants [CH3:1][O:2][C:3]([C:5]1[CH:15]=[C:14]([O:16][C:17]2[CH:18]=[N:19][C:20]([C:23](=[O:27])[N:24]([CH3:26])[CH3:25])=C[CH:22]=2)[C:8]2[CH2:9][C:10]([CH3:13])([CH3:12])[O:11][C:7]=2[CH:6]=1)=[O:4].C[N:29](C)C(C1N=CC(Br)=CN=1)=O.COC(C1C=C(O)C2CC(C)(C)OC=2C=1)=O, predict the reaction product. The product is: [CH3:1][O:2][C:3]([C:5]1[CH:15]=[C:14]([O:16][C:17]2[CH:22]=[N:29][C:20]([C:23](=[O:27])[N:24]([CH3:25])[CH3:26])=[N:19][CH:18]=2)[C:8]2[CH2:9][C:10]([CH3:12])([CH3:13])[O:11][C:7]=2[CH:6]=1)=[O:4]. (6) Given the reactants [I:1][C:2]1[C:7]([CH2:8][CH3:9])=[C:6]([I:10])[C:5]([CH2:11][CH3:12])=[C:4]([I:13])[C:3]=1[C:14]1[CH:19]=[CH:18][C:17]([C:20](O)=[O:21])=[C:16]([N+:23]([O-:25])=[O:24])[CH:15]=1.S(Cl)([Cl:28])=O, predict the reaction product. The product is: [I:1][C:2]1[C:7]([CH2:8][CH3:9])=[C:6]([I:10])[C:5]([CH2:11][CH3:12])=[C:4]([I:13])[C:3]=1[C:14]1[CH:19]=[CH:18][C:17]([C:20]([Cl:28])=[O:21])=[C:16]([N+:23]([O-:25])=[O:24])[CH:15]=1.